Task: Predict the reactants needed to synthesize the given product.. Dataset: Full USPTO retrosynthesis dataset with 1.9M reactions from patents (1976-2016) (1) The reactants are: [F:1][C:2]([F:41])([F:40])[C:3]1[CH:4]=[C:5]([CH:33]=[C:34]([C:36]([F:39])([F:38])[F:37])[CH:35]=1)[CH2:6][N:7]1[C:11]([C:12]2[CH:17]=[CH:16][CH:15]=[CH:14][CH:13]=2)=[C:10]([C:18]2[N:19]([CH2:25][C:26]3[CH:31]=[CH:30][CH:29]=[CH:28][C:27]=3[Cl:32])[C:20]([CH2:23][OH:24])=[N:21][N:22]=2)[N:9]=[N:8]1.O. Given the product [F:41][C:2]([F:1])([F:40])[C:3]1[CH:4]=[C:5]([CH:33]=[C:34]([C:36]([F:38])([F:37])[F:39])[CH:35]=1)[CH2:6][N:7]1[C:11]([C:12]2[CH:17]=[CH:16][CH:15]=[CH:14][CH:13]=2)=[C:10]([C:18]2[N:19]([CH2:25][C:26]3[CH:31]=[CH:30][CH:29]=[CH:28][C:27]=3[Cl:32])[C:20]([CH:23]=[O:24])=[N:21][N:22]=2)[N:9]=[N:8]1, predict the reactants needed to synthesize it. (2) Given the product [OH:34][C:32]1([CH2:33][O:21][C:14]2[CH:15]=[CH:16][CH:17]=[C:18]3[C:13]=2[N:12]=[C:11]([C:8]2[N:5]4[CH:6]=[CH:7][C:2]([CH3:1])=[CH:3][C:4]4=[N:10][N:9]=2)[CH:20]=[CH:19]3)[CH2:31][CH2:30][N:29]([C:27]([O:26][C:22]([CH3:25])([CH3:24])[CH3:23])=[O:28])[CH2:36][CH2:35]1, predict the reactants needed to synthesize it. The reactants are: [CH3:1][C:2]1[CH:7]=[CH:6][N:5]2[C:8]([C:11]3[CH:20]=[CH:19][C:18]4[C:13](=[C:14]([OH:21])[CH:15]=[CH:16][CH:17]=4)[N:12]=3)=[N:9][N:10]=[C:4]2[CH:3]=1.[C:22]([O:26][C:27]([N:29]1[CH2:36][CH2:35][C:32]2([O:34][CH2:33]2)[CH2:31][CH2:30]1)=[O:28])([CH3:25])([CH3:24])[CH3:23].C(=O)([O-])[O-].[Cs+].[Cs+]. (3) Given the product [Br:1][C:2]1[C:3]([CH3:11])=[C:4]([CH:8]=[CH:9][CH:10]=1)[C:5]#[N:17], predict the reactants needed to synthesize it. The reactants are: [Br:1][C:2]1[C:3]([CH3:11])=[C:4]([CH:8]=[CH:9][CH:10]=1)[C:5](O)=O.BrC1C(OC)=C(C(F)=CC=1)C#[N:17]. (4) Given the product [NH:41]1[C:42]2[C:47](=[CH:46][CH:45]=[CH:44][CH:43]=2)[C:39]([CH2:38][CH2:37][O:36][C:35](=[O:34])[NH:24][CH2:23][CH2:22][CH2:21][CH2:20][CH2:19][CH2:18][CH2:17][NH:16][C:12]2[C:11]3[C:6]([N:5]=[C:4]4[C:13]=2[CH2:14][CH2:15][CH:2]([Cl:1])[CH2:3]4)=[CH:7][CH:8]=[CH:9][CH:10]=3)=[CH:40]1, predict the reactants needed to synthesize it. The reactants are: [Cl:1][C:2]1[CH:3]=[C:4]2[C:13](=[CH:14][CH:15]=1)[C:12]([NH:16][CH2:17][CH2:18][CH2:19][CH2:20][CH2:21][CH2:22][CH2:23][NH2:24])=[C:11]1[C:6]([CH2:7][CH2:8][CH2:9][CH2:10]1)=[N:5]2.[N+](C1C=CC([O:34][C:35](=O)[O:36][CH2:37][CH2:38][C:39]2[C:47]3[C:42](=[CH:43][CH:44]=[CH:45][CH:46]=3)[NH:41][CH:40]=2)=CC=1)([O-])=O. (5) Given the product [N:13]1([CH2:12][C@H:11]2[CH:6]3[CH2:5][C:4]4[CH:3]=[C:2]([Br:1])[CH:10]=[CH:9][C:8]=4[N:7]3[C:26](=[O:27])[O:18]2)[CH:17]=[CH:16][N:15]=[N:14]1, predict the reactants needed to synthesize it. The reactants are: [Br:1][C:2]1[CH:3]=[C:4]2[C:8](=[CH:9][CH:10]=1)[NH:7][CH:6]([C@@H:11]([OH:18])[CH2:12][N:13]1[CH:17]=[CH:16][N:15]=[N:14]1)[CH2:5]2.CCN(CC)CC.[C:26](Cl)(Cl)=[O:27]. (6) Given the product [C:1]([C:3]1[CH:8]=[CH:7][C:6]([N:9]([CH2:15][CH2:16][C:17]([F:18])([F:20])[F:19])[C@H:10]([C:12]([NH2:32])=[O:37])[CH3:11])=[CH:5][C:4]=1[C:21]([F:22])([F:23])[F:24])#[N:36], predict the reactants needed to synthesize it. The reactants are: [C:1]([C:3]1[CH:8]=[CH:7][C:6]([N:9]([CH2:15][CH2:16][C:17]([F:20])([F:19])[F:18])[C@H:10]([C:12](O)=O)[CH3:11])=[CH:5][C:4]=1[C:21]([F:24])([F:23])[F:22])#N.C(Cl)(=O)C(Cl)=O.C[N:32](C=O)C.[NH4+:36].[OH-:37]. (7) Given the product [N:1]1([C:32]([C:25]2[N:24]=[C:23]([CH2:22][CH2:21][N:15]3[CH2:16][CH2:17][O:18][CH2:19][CH2:20]3)[N:27]3[CH:28]=[CH:29][CH:30]=[CH:31][C:26]=23)=[O:33])[CH2:6][CH2:5][O:4][CH2:3][CH2:2]1, predict the reactants needed to synthesize it. The reactants are: [NH:1]1[CH2:6][CH2:5][O:4][CH2:3][CH2:2]1.C(N(CC)CC)C.Cl.[N:15]1([CH2:21][CH2:22][C:23]2[N:27]3[CH:28]=[CH:29][CH:30]=[CH:31][C:26]3=[C:25]([C:32](Cl)=[O:33])[N:24]=2)[CH2:20][CH2:19][O:18][CH2:17][CH2:16]1. (8) Given the product [N+:15]([C:18]1[CH:28]=[CH:27][CH:26]=[C:20]2[C:19]=1[C:24](=[O:23])[N:1]([CH2:2][CH:3]([C:9]1([CH3:14])[O:10][CH2:11][CH2:12][O:13]1)[C:4]([O:6][CH2:7][CH3:8])=[O:5])[C:21]2=[O:22])([O-:17])=[O:16], predict the reactants needed to synthesize it. The reactants are: [NH2:1][CH2:2][CH:3]([C:9]1([CH3:14])[O:13][CH2:12][CH2:11][O:10]1)[C:4]([O:6][CH2:7][CH3:8])=[O:5].[N+:15]([C:18]1[CH:28]=[CH:27][CH:26]=[C:20]2[C:21]([O:23][C:24](=O)[C:19]=12)=[O:22])([O-:17])=[O:16]. (9) Given the product [F:25][C:26]1[CH:34]=[CH:33][CH:32]=[CH:31][C:27]=1[C:28]([NH:1][C:2]1[CH:7]=[CH:6][C:5]([N:8]2[C:14](=[O:15])[CH2:13][C:12](=[O:16])[NH:11][C:10]3[C:17]4[C:22]([CH:23]=[CH:24][C:9]2=3)=[CH:21][CH:20]=[CH:19][CH:18]=4)=[CH:4][CH:3]=1)=[O:29], predict the reactants needed to synthesize it. The reactants are: [NH2:1][C:2]1[CH:7]=[CH:6][C:5]([N:8]2[C:14](=[O:15])[CH2:13][C:12](=[O:16])[NH:11][C:10]3[C:17]4[C:22]([CH:23]=[CH:24][C:9]2=3)=[CH:21][CH:20]=[CH:19][CH:18]=4)=[CH:4][CH:3]=1.[F:25][C:26]1[CH:34]=[CH:33][CH:32]=[CH:31][C:27]=1[C:28](Cl)=[O:29].IC1C=CC=CC=1C(NCCN1C(=O)CC(=O)NC2C3C(C=CC1=2)=CC=CC=3)=O.